This data is from Forward reaction prediction with 1.9M reactions from USPTO patents (1976-2016). The task is: Predict the product of the given reaction. (1) Given the reactants Cl[CH2:2][CH2:3][NH:4][C:5](=[O:20])[NH:6][C@@H:7]1[CH2:12][CH2:11][CH2:10][N:9]([C:13]([O:15][C:16]([CH3:19])([CH3:18])[CH3:17])=[O:14])[CH2:8]1.[H-].[Na+], predict the reaction product. The product is: [O:20]=[C:5]1[NH:4][CH2:3][CH2:2][N:6]1[C@@H:7]1[CH2:12][CH2:11][CH2:10][N:9]([C:13]([O:15][C:16]([CH3:19])([CH3:18])[CH3:17])=[O:14])[CH2:8]1. (2) Given the reactants [CH:1]1([C:6]([NH:8][C:9]2[CH:10]=[C:11]([CH:16]3[C:25]([CH3:27])([CH3:26])[CH2:24][C:23]4[C:18](=[CH:19][CH:20]=[C:21]([C:28]([O:30]C)=[O:29])[CH:22]=4)[NH:17]3)[CH:12]=[CH:13][C:14]=2[F:15])=[O:7])[CH2:5][CH2:4][CH2:3][CH2:2]1.[OH-].[Na+], predict the reaction product. The product is: [CH:1]1([C:6]([NH:8][C:9]2[CH:10]=[C:11]([CH:16]3[C:25]([CH3:27])([CH3:26])[CH2:24][C:23]4[C:18](=[CH:19][CH:20]=[C:21]([C:28]([OH:30])=[O:29])[CH:22]=4)[NH:17]3)[CH:12]=[CH:13][C:14]=2[F:15])=[O:7])[CH2:5][CH2:4][CH2:3][CH2:2]1.